This data is from Catalyst prediction with 721,799 reactions and 888 catalyst types from USPTO. The task is: Predict which catalyst facilitates the given reaction. (1) Reactant: [Cl:1][C:2]1[CH:7]=[CH:6][C:5]([N:8]([CH3:10])[CH3:9])=[CH:4][C:3]=1[N:11]([S:26]([C:29]1[CH:34]=[CH:33][C:32]([O:35][CH3:36])=[C:31]([O:37][CH3:38])[CH:30]=1)(=[O:28])=[O:27])[CH2:12][C:13]([N:15]([CH2:24][CH3:25])[CH2:16][C:17]1[CH:22]=[N:21][CH:20]=[C:19]([CH3:23])[N:18]=1)=O.P12(SP3(SP(SP(S3)(S1)=S)(=S)S2)=S)=[S:40]. Product: [Cl:1][C:2]1[CH:7]=[CH:6][C:5]([N:8]([CH3:10])[CH3:9])=[CH:4][C:3]=1[N:11]([S:26]([C:29]1[CH:34]=[CH:33][C:32]([O:35][CH3:36])=[C:31]([O:37][CH3:38])[CH:30]=1)(=[O:28])=[O:27])[CH2:12][C:13]([N:15]([CH2:24][CH3:25])[CH2:16][C:17]1[CH:22]=[N:21][CH:20]=[C:19]([CH3:23])[N:18]=1)=[S:40]. The catalyst class is: 11. (2) Reactant: [C:1]([O:4][CH2:5][CH2:6][N:7]([CH3:24])[C:8](=[O:23])[C@H:9]([O:11][C:12]1[CH:21]=[CH:20][CH:19]=[C:18]2[C:13]=1[C:14](=O)[NH:15][CH:16]=[N:17]2)[CH3:10])(=[O:3])[CH3:2].C1(P(C2C=CC=CC=2)C2C=CC=CC=2)C=CC=CC=1.C(Cl)(Cl)(Cl)Cl.[CH3:49][C:50]1[CH:51]=[C:52]([CH:54]=[CH:55][C:56]=1[O:57][CH2:58][CH:59]1[CH2:64][CH2:63][CH2:62][CH2:61][O:60]1)[NH2:53]. Product: [C:1]([O:4][CH2:5][CH2:6][N:7]([CH3:24])[C:8](=[O:23])[C@H:9]([O:11][C:12]1[CH:21]=[CH:20][CH:19]=[C:18]2[C:13]=1[C:14]([NH:53][C:52]1[CH:54]=[CH:55][C:56]([O:57][CH2:58][CH:59]3[CH2:64][CH2:63][CH2:62][CH2:61][O:60]3)=[C:50]([CH3:49])[CH:51]=1)=[N:15][CH:16]=[N:17]2)[CH3:10])(=[O:3])[CH3:2]. The catalyst class is: 26. (3) Reactant: CN1CCCC1=O.[NH2:8][C:9]1[S:10][CH:11]=[C:12]([C:14](=[O:20])[C:15]([O:17][CH2:18][CH3:19])=[O:16])[N:13]=1.[F:21][C:22]1[CH:27]=[CH:26][CH:25]=[C:24]([CH2:28][N:29]=[C:30]=[O:31])[CH:23]=1. Product: [F:21][C:22]1[CH:23]=[C:24]([CH:25]=[CH:26][CH:27]=1)[CH2:28][NH:29][C:30](=[O:31])[NH:8][C:9]1[S:10][CH:11]=[C:12]([C:14](=[O:20])[C:15]([O:17][CH2:18][CH3:19])=[O:16])[N:13]=1. The catalyst class is: 6.